This data is from Reaction yield outcomes from USPTO patents with 853,638 reactions. The task is: Predict the reaction yield, written as a fraction of the theoretical maximum amount of product (1.0 means a 100% yield; for example, 0.34 means a 34% yield). (1) The reactants are [CH2:1]([O:3][C:4](=[O:15])[C:5]([OH:14])([C:10]([F:13])([F:12])[F:11])[CH2:6][C:7](Br)=[CH2:8])[CH3:2].[F:16][C:17]1[CH:18]=[C:19](B(O)O)[CH:20]=[C:21](OC)[CH:22]=1.[C:28](=[O:31])([O-])[O-].[Na+].[Na+]. The catalyst is C1(C)C=CC=CC=1.C(O)C.[Cl-].[NH4+].C1C=CC([P]([Pd]([P](C2C=CC=CC=2)(C2C=CC=CC=2)C2C=CC=CC=2)([P](C2C=CC=CC=2)(C2C=CC=CC=2)C2C=CC=CC=2)[P](C2C=CC=CC=2)(C2C=CC=CC=2)C2C=CC=CC=2)(C2C=CC=CC=2)C2C=CC=CC=2)=CC=1. The product is [CH2:1]([O:3][C:4](=[O:15])[C:5]([OH:14])([C:10]([F:13])([F:12])[F:11])[CH2:6][C:7]([C:19]1[CH:18]=[C:17]([F:16])[CH:22]=[CH:21][C:20]=1[O:31][CH3:28])=[CH2:8])[CH3:2]. The yield is 0.480. (2) The reactants are [Cl:1][C:2]([Cl:11])([Cl:10])[C:3]([C:5]1[NH:6][CH:7]=[CH:8][CH:9]=1)=[O:4].[Br:12]Br.O. The catalyst is C(Cl)(Cl)Cl. The product is [Br:12][C:8]1[CH:9]=[C:5]([C:3](=[O:4])[C:2]([Cl:1])([Cl:10])[Cl:11])[NH:6][CH:7]=1. The yield is 0.930.